From a dataset of NCI-60 drug combinations with 297,098 pairs across 59 cell lines. Regression. Given two drug SMILES strings and cell line genomic features, predict the synergy score measuring deviation from expected non-interaction effect. (1) Drug 1: CC(CN1CC(=O)NC(=O)C1)N2CC(=O)NC(=O)C2. Drug 2: C(CN)CNCCSP(=O)(O)O. Cell line: SK-MEL-2. Synergy scores: CSS=25.0, Synergy_ZIP=1.19, Synergy_Bliss=2.77, Synergy_Loewe=-3.55, Synergy_HSA=2.93. (2) Drug 1: CS(=O)(=O)CCNCC1=CC=C(O1)C2=CC3=C(C=C2)N=CN=C3NC4=CC(=C(C=C4)OCC5=CC(=CC=C5)F)Cl. Drug 2: CC12CCC3C(C1CCC2O)C(CC4=C3C=CC(=C4)O)CCCCCCCCCS(=O)CCCC(C(F)(F)F)(F)F. Cell line: NCI-H226. Synergy scores: CSS=3.69, Synergy_ZIP=-0.0594, Synergy_Bliss=3.46, Synergy_Loewe=1.51, Synergy_HSA=1.59. (3) Drug 1: C1CC(C1)(C(=O)O)C(=O)O.[NH2-].[NH2-].[Pt+2]. Synergy scores: CSS=-8.48, Synergy_ZIP=1.58, Synergy_Bliss=-0.0379, Synergy_Loewe=-5.16, Synergy_HSA=-4.59. Drug 2: CC1=C(C=C(C=C1)NC(=O)C2=CC=C(C=C2)CN3CCN(CC3)C)NC4=NC=CC(=N4)C5=CN=CC=C5. Cell line: SW-620.